This data is from Reaction yield outcomes from USPTO patents with 853,638 reactions. The task is: Predict the reaction yield, written as a fraction of the theoretical maximum amount of product (1.0 means a 100% yield; for example, 0.34 means a 34% yield). (1) The reactants are ClCC1C=CC(C#N)=CC=1.Br[CH2:12][CH:13]1[O:18][C:17]2[CH:19]=[CH:20][CH:21]=[CH:22][C:16]=2[O:15][CH2:14]1.[CH2:23]([NH:30][C:31]([C:33]1[S:37][C:36]([N:38]2[CH2:42][CH2:41][NH:40][C:39]2=[O:43])=[N:35][C:34]=1[CH3:44])=[O:32])[C:24]1[CH:29]=[CH:28][CH:27]=[CH:26][CH:25]=1. No catalyst specified. The product is [CH2:23]([NH:30][C:31]([C:33]1[S:37][C:36]([N:38]2[CH2:42][CH2:41][N:40]([CH2:12][CH:13]3[O:18][C:17]4[CH:19]=[CH:20][CH:21]=[CH:22][C:16]=4[O:15][CH2:14]3)[C:39]2=[O:43])=[N:35][C:34]=1[CH3:44])=[O:32])[C:24]1[CH:29]=[CH:28][CH:27]=[CH:26][CH:25]=1. The yield is 0.0300. (2) The reactants are [CH:1]([C:4]1[N:5]=[C:6](/[CH:9]=[CH:10]/[C:11]2[CH:40]=[CH:39][N:14]3[C:15](=[O:38])[C:16](/[CH:29]=[CH:30]/[C:31]([O:33]C(C)(C)C)=[O:32])=[C:17]([N:19]4[CH2:24][CH2:23][CH2:22][CH:21]([C:25]([NH:27][CH3:28])=[O:26])[CH2:20]4)[N:18]=[C:13]3[CH:12]=2)[S:7][CH:8]=1)([CH3:3])[CH3:2].FC(F)(F)C(O)=O. No catalyst specified. The product is [CH:1]([C:4]1[N:5]=[C:6](/[CH:9]=[CH:10]/[C:11]2[CH:40]=[CH:39][N:14]3[C:15](=[O:38])[C:16](/[CH:29]=[CH:30]/[C:31]([OH:33])=[O:32])=[C:17]([N:19]4[CH2:24][CH2:23][CH2:22][CH:21]([C:25]([NH:27][CH3:28])=[O:26])[CH2:20]4)[N:18]=[C:13]3[CH:12]=2)[S:7][CH:8]=1)([CH3:3])[CH3:2]. The yield is 0.280. (3) The reactants are [CH:1]1([CH2:5][C:6]([NH:8][C:9]2[CH:14]=[CH:13][N:12]([CH2:15][CH2:16][CH:17]([F:29])[CH2:18][N:19]3[CH:23]=[C:22]([C:24]([O:26]CC)=[O:25])[N:21]=[N:20]3)[C:11](=[O:30])[C:10]=2[F:31])=[O:7])[CH2:4][CH2:3][CH2:2]1.[OH-].[Li+:33]. The catalyst is C1COCC1.CO. The product is [CH:1]1([CH2:5][C:6]([NH:8][C:9]2[CH:14]=[CH:13][N:12]([CH2:15][CH2:16][CH:17]([F:29])[CH2:18][N:19]3[CH:23]=[C:22]([C:24]([O-:26])=[O:25])[N:21]=[N:20]3)[C:11](=[O:30])[C:10]=2[F:31])=[O:7])[CH2:4][CH2:3][CH2:2]1.[Li+:33]. The yield is 1.00. (4) The reactants are S([O-])([O-])=O.[Na+].[Na+].[I:7][C:8]1[N:9]=[C:10]([C@@H:14]2[CH2:18][CH2:17][CH2:16][N:15]2[C:19]([O:21][C:22]([CH3:25])([CH3:24])[CH3:23])=[O:20])[NH:11][C:12]=1I. The catalyst is C(O)C.O.C(OCC)(=O)C. The product is [I:7][C:8]1[NH:9][C:10]([C@@H:14]2[CH2:18][CH2:17][CH2:16][N:15]2[C:19]([O:21][C:22]([CH3:25])([CH3:24])[CH3:23])=[O:20])=[N:11][CH:12]=1. The yield is 0.731. (5) The reactants are [N+:1]([C:4]1[CH:9]=[CH:8][C:7]([C:10]2[C:18]3[C:17]([NH:19][C:20](=[O:26])[O:21][C:22]([CH3:25])([CH3:24])[CH3:23])=[N:16][CH:15]=[N:14][C:13]=3[O:12][CH:11]=2)=[CH:6][CH:5]=1)([O-:3])=[O:2].[Br:27]Br. The catalyst is CN(C=O)C. The product is [Br:27][C:11]1[O:12][C:13]2[N:14]=[CH:15][N:16]=[C:17]([NH:19][C:20](=[O:26])[O:21][C:22]([CH3:23])([CH3:25])[CH3:24])[C:18]=2[C:10]=1[C:7]1[CH:6]=[CH:5][C:4]([N+:1]([O-:3])=[O:2])=[CH:9][CH:8]=1. The yield is 0.930.